Dataset: Microsomal clearance measurements from AstraZeneca. Task: Regression/Classification. Given a drug SMILES string, predict its absorption, distribution, metabolism, or excretion properties. Task type varies by dataset: regression for continuous measurements (e.g., permeability, clearance, half-life) or binary classification for categorical outcomes (e.g., BBB penetration, CYP inhibition). For this dataset (clearance_microsome_az), we predict log10(clearance) (log10 of the in vitro intrinsic clearance, CLint, in uL/min per mg of human liver microsomal protein, equivalently mL/min/g; values are censored to the assay range of 3 to 150, which is 0.477 to 2.18 on this log10 scale). (1) The molecule is O=C1[C@H]2[C@H]3CC[C@H](C3)[C@H]2C(=O)N1[C@H]1CC[C@H](C(=O)Nc2cccc3cccnc23)CC1. The log10(clearance) is 1.39. (2) The drug is CN(C)c1ccccc1S(=O)(=O)NC(=O)N1CCC(N2CCC(Oc3ccc(Cl)c(Cl)c3)CC2)CC1. The log10(clearance) is 1.52.